Predict the reactants needed to synthesize the given product. From a dataset of Full USPTO retrosynthesis dataset with 1.9M reactions from patents (1976-2016). (1) Given the product [Br:17][CH:14]([CH3:15])[C:13]([C:9]1[C:10]([CH3:12])=[CH:11][C:2]([CH3:1])=[C:3]([CH:8]=1)[C:4]([O:6][CH3:7])=[O:5])=[O:16], predict the reactants needed to synthesize it. The reactants are: [CH3:1][C:2]1[CH:11]=[C:10]([CH3:12])[C:9]([C:13](=[O:16])[CH2:14][CH3:15])=[CH:8][C:3]=1[C:4]([O:6][CH3:7])=[O:5].[Br:17]Br. (2) Given the product [Cl:1][C:2]1[C:7]([S:8]([N:11]([O:13][CH3:14])[CH3:12])(=[O:9])=[O:10])=[C:6]([OH:15])[C:5]([NH:16][C:17]2[C:20](=[O:21])[C:19](=[O:22])[C:18]=2[NH:46][C@@H:43]([C@H:41]2[CH2:40][CH2:39][C@@H:38]([CH3:37])[O:42]2)[CH2:44][CH3:45])=[CH:4][CH:3]=1, predict the reactants needed to synthesize it. The reactants are: [Cl:1][C:2]1[C:7]([S:8]([N:11]([O:13][CH3:14])[CH3:12])(=[O:10])=[O:9])=[C:6]([OH:15])[C:5]([NH:16][C:17]2[C:20](=[O:21])[C:19](=[O:22])[C:18]=2OCC)=[CH:4][CH:3]=1.C1(C)C=CC(S(O)(=O)=O)=CC=1.[CH3:37][C@H:38]1[O:42][C@@H:41]([C@H:43]([NH2:46])[CH2:44][CH3:45])[CH2:40][CH2:39]1. (3) Given the product [CH2:25]([N:19]([C@H:20]([CH:22]1[CH2:23][CH2:24]1)[CH3:21])[C:17](=[O:18])[CH2:16][N:13]1[C:14](=[O:15])[C:7]2([C:8]3[C:4](=[CH:3][C:2]([NH:1][C:40]([NH:39][C:37](=[O:38])/[CH:36]=[CH:35]/[O:34][CH3:33])=[O:41])=[CH:10][CH:9]=3)[CH2:5][CH2:6]2)[NH:11][C:12]1=[O:32])[C:26]1[CH:31]=[CH:30][CH:29]=[CH:28][CH:27]=1, predict the reactants needed to synthesize it. The reactants are: [NH2:1][C:2]1[CH:3]=[C:4]2[C:8](=[CH:9][CH:10]=1)[C:7]1([C:14](=[O:15])[N:13]([CH2:16][C:17]([N:19]([CH2:25][C:26]3[CH:31]=[CH:30][CH:29]=[CH:28][CH:27]=3)[C@H:20]([CH:22]3[CH2:24][CH2:23]3)[CH3:21])=[O:18])[C:12](=[O:32])[NH:11]1)[CH2:6][CH2:5]2.[CH3:33][O:34][CH:35]=[CH:36][C:37]([N:39]=[C:40]=[O:41])=[O:38].O=C1NC2(C3C(=CC=CC=3)C(C(O)=O)C2)C(=O)N1. (4) Given the product [F:14][C:13]([F:16])([F:15])[C:8]([OH:17])=[O:26].[F:10][C:9]([F:12])([F:11])[C:8]([C:5]1[CH:6]=[CH:7][C:2]([N:24]2[CH2:23][CH2:22][N:21]([S:85]([C:81]3[S:80][CH:84]=[CH:83][N:82]=3)(=[O:87])=[O:86])[CH2:20][C@@H:19]2[CH3:18])=[CH:3][CH:4]=1)([OH:17])[C:13]([F:16])([F:15])[F:14], predict the reactants needed to synthesize it. The reactants are: Br[C:2]1[CH:7]=[CH:6][C:5]([C:8]([OH:17])([C:13]([F:16])([F:15])[F:14])[C:9]([F:12])([F:11])[F:10])=[CH:4][CH:3]=1.[CH3:18][C@@H:19]1[NH:24][CH2:23][CH2:22][N:21](C(OC(C)(C)C)=[O:26])[CH2:20]1.CC(C)([O-])C.[Na+].C1(P(C2CCCCC2)C2C=CC=CC=2C2C(OC(C)C)=CC=CC=2OC(C)C)CCCCC1.CCN(C(C)C)C(C)C.[S:80]1[CH:84]=[CH:83][N:82]=[C:81]1[S:85](Cl)(=[O:87])=[O:86].